This data is from Full USPTO retrosynthesis dataset with 1.9M reactions from patents (1976-2016). The task is: Predict the reactants needed to synthesize the given product. (1) Given the product [N+:14]([C:17]1[CH:21]=[N:20][N:19]([CH2:4][C:5]2[O:6][CH:7]=[C:8]([C:10]([OH:13])([CH3:12])[CH3:11])[N:9]=2)[N:18]=1)([O-:16])=[O:15], predict the reactants needed to synthesize it. The reactants are: N#N.Cl[CH2:4][C:5]1[O:6][CH:7]=[C:8]([C:10]([OH:13])([CH3:12])[CH3:11])[N:9]=1.[N+:14]([C:17]1[CH:21]=[N:20][NH:19][N:18]=1)([O-:16])=[O:15].CCN(C(C)C)C(C)C. (2) Given the product [Br:3][C:4]1[CH:9]=[CH:8][C:7]([CH:10]([CH:13]2[CH2:18][CH2:17][CH2:16][CH2:15][CH2:14]2)[C:11]#[N:12])=[CH:6][CH:5]=1, predict the reactants needed to synthesize it. The reactants are: [H-].[Na+].[Br:3][C:4]1[CH:9]=[CH:8][C:7]([CH2:10][C:11]#[N:12])=[CH:6][CH:5]=1.[CH:13]1(Br)[CH2:18][CH2:17][CH2:16][CH2:15][CH2:14]1.O. (3) The reactants are: C[O:2][C:3]([C:5]1[CH:14]=[C:13]2[C:8]([C@@H:9]([NH:15][C:16]([O:18][CH2:19][C:20]3[CH:25]=[CH:24][CH:23]=[CH:22][CH:21]=3)=[O:17])[CH2:10][CH2:11][S:12]2)=[CH:7][C:6]=1[Cl:26])=[O:4].C(=O)([O-])[O-].[K+].[K+]. Given the product [CH2:19]([O:18][C:16]([NH:15][C@@H:9]1[C:8]2[C:13](=[CH:14][C:5]([C:3]([OH:4])=[O:2])=[C:6]([Cl:26])[CH:7]=2)[S:12][CH2:11][CH2:10]1)=[O:17])[C:20]1[CH:25]=[CH:24][CH:23]=[CH:22][CH:21]=1, predict the reactants needed to synthesize it. (4) Given the product [O:16]=[C:9]([NH:8][C:5]1[CH:4]=[N:3][C:2]([C:25]#[C:24][Si:26]([CH3:29])([CH3:28])[CH3:27])=[CH:7][N:6]=1)[CH2:10][CH2:11][C:12]([O:14][CH3:15])=[O:13], predict the reactants needed to synthesize it. The reactants are: Br[C:2]1[N:3]=[CH:4][C:5]([NH:8][C:9](=[O:16])[CH2:10][CH2:11][C:12]([O:14][CH3:15])=[O:13])=[N:6][CH:7]=1.C(NC(C)C)(C)C.[C:24]([Si:26]([CH3:29])([CH3:28])[CH3:27])#[CH:25]. (5) Given the product [F:9][C:10]([F:16])([F:15])[S:11]([O-:14])(=[O:13])=[O:12].[CH2:1]([NH+:3]1[CH2:8][CH2:7][CH2:6][CH2:5][CH2:4]1)[CH3:2], predict the reactants needed to synthesize it. The reactants are: [CH2:1]([NH+:3]1[CH2:8][CH2:7][CH2:6][CH2:5][CH2:4]1)[CH3:2].[F:9][C:10]([F:16])([F:15])[S:11]([OH:14])(=[O:13])=[O:12]. (6) The reactants are: [OH:1][CH2:2][C:3]1[CH:8]=[CH:7][N:6]=[C:5]([C:9]([O:11][CH2:12][CH3:13])=[O:10])[CH:4]=1.[F:14][C:15]1[CH:16]=[C:17](O)[CH:18]=[CH:19][CH:20]=1.C(OC(N1CCCC(COC2C=CC=CC=2Cl)C1)=O)(C)(C)C. Given the product [F:14][C:15]1[CH:20]=[C:19]([CH:18]=[CH:17][CH:16]=1)[O:1][CH2:2][C:3]1[CH:8]=[CH:7][N:6]=[C:5]([C:9]([O:11][CH2:12][CH3:13])=[O:10])[CH:4]=1, predict the reactants needed to synthesize it. (7) Given the product [CH2:1]([N:8]1[CH2:13][CH2:12][NH:11][CH:10]([CH2:14][OH:15])[CH2:9]1)[C:2]1[CH:3]=[CH:4][CH:5]=[CH:6][CH:7]=1, predict the reactants needed to synthesize it. The reactants are: [CH2:1]([N:8]1[CH2:13][CH2:12][NH:11][CH:10]([C:14](OCC)=[O:15])[C:9]1=O)[C:2]1[CH:7]=[CH:6][CH:5]=[CH:4][CH:3]=1.[H-].[Al+3].[Li+].[H-].[H-].[H-].